Dataset: Forward reaction prediction with 1.9M reactions from USPTO patents (1976-2016). Task: Predict the product of the given reaction. (1) Given the reactants C[C:2]1[CH:11]=[CH:10][C:9]2[C:4](=[CH:5][CH:6]=[C:7]([C:12]([F:15])([F:14])[F:13])[CH:8]=2)[N:3]=1.[NH:16]1[CH2:21][CH2:20][NH:19][CH2:18][CH2:17]1.C(=O)([O-])[O-].[K+].[K+], predict the reaction product. The product is: [N:16]1([C:2]2[CH:11]=[CH:10][C:9]3[C:4](=[CH:5][CH:6]=[C:7]([C:12]([F:13])([F:14])[F:15])[CH:8]=3)[N:3]=2)[CH2:21][CH2:20][NH:19][CH2:18][CH2:17]1. (2) Given the reactants [C:1]([C@@H:9]1[CH2:14][C@H:13](O)[CH:12]=[CH:11][C@@H:10]1[CH2:16][C:17](=[O:24])[C:18]1[CH:23]=[CH:22][CH:21]=[CH:20][CH:19]=1)(=[O:8])[C:2]1[CH:7]=[CH:6][CH:5]=[CH:4][CH:3]=1.[N:25]1[C:33]([NH2:34])=[C:32]2[C:28]([N:29]=[CH:30][NH:31]2)=[N:27][CH:26]=1.C1C=CC(P(C2C=CC=CC=2)C2C=CC=CC=2)=CC=1.CCOC(/N=N/C(OCC)=O)=O, predict the reaction product. The product is: [C:1]([C@@H:9]1[CH2:14][C@@H:13]([N:29]2[CH:30]=[N:31][C:32]3[C:28]2=[N:27][CH:26]=[N:25][C:33]=3[NH2:34])[CH:12]=[CH:11][C@@H:10]1[CH2:16][C:17](=[O:24])[C:18]1[CH:23]=[CH:22][CH:21]=[CH:20][CH:19]=1)(=[O:8])[C:2]1[CH:7]=[CH:6][CH:5]=[CH:4][CH:3]=1. (3) Given the reactants [F:1][C:2]([F:37])([F:36])[C:3]1[CH:4]=[C:5]([CH:29]=[C:30]([C:32]([F:35])([F:34])[F:33])[CH:31]=1)[CH2:6][N:7]([C:23]1[N:24]=[N:25][N:26]([CH3:28])[N:27]=1)[C@H:8]1[CH2:14][CH2:13][CH2:12][NH:11][C:10]2[CH:15]=[C:16]3[C:21](=[CH:22][C:9]1=2)[CH2:20][CH2:19][CH2:18][CH2:17]3.[C:38](=O)(O)[O-].[Na+].ICl.[F-].[Cs+].CB(O)O, predict the reaction product. The product is: [F:37][C:2]([F:1])([F:36])[C:3]1[CH:4]=[C:5]([CH:29]=[C:30]([C:32]([F:33])([F:34])[F:35])[CH:31]=1)[CH2:6][N:7]([C@H:8]1[CH2:14][CH2:13][CH2:12][NH:11][C:10]2[C:15]([CH3:38])=[C:16]3[C:21](=[CH:22][C:9]1=2)[CH2:20][CH2:19][CH2:18][CH2:17]3)[C:23]1[N:24]=[N:25][N:26]([CH3:28])[N:27]=1. (4) Given the reactants [Cl:1][C:2]1[CH:3]=[C:4]([CH2:24][C:25]([O:27][CH2:28][CH3:29])=[O:26])[CH:5]=[C:6]([C:14]2[CH:19]=[CH:18][C:17]([C:20]([F:23])([F:22])[F:21])=[CH:16][CH:15]=2)[C:7]=1[O:8][CH2:9][C:10]([F:13])([F:12])[F:11].[H-].[Na+].Br[CH2:33][CH2:34][CH2:35][CH2:36]Br.[NH4+].[Cl-], predict the reaction product. The product is: [Cl:1][C:2]1[CH:3]=[C:4]([C:24]2([C:25]([O:27][CH2:28][CH3:29])=[O:26])[CH2:36][CH2:35][CH2:34][CH2:33]2)[CH:5]=[C:6]([C:14]2[CH:15]=[CH:16][C:17]([C:20]([F:21])([F:22])[F:23])=[CH:18][CH:19]=2)[C:7]=1[O:8][CH2:9][C:10]([F:13])([F:12])[F:11]. (5) Given the reactants [Cl:1][C:2]1[C:3]([CH3:30])=[C:4]([N:8]([S:20]([C:23]2[CH:28]=[CH:27][C:26]([CH3:29])=[CH:25][CH:24]=2)(=[O:22])=[O:21])[CH2:9][C:10]([NH:12][CH2:13][C:14]2[CH:19]=[CH:18][N:17]=[CH:16][CH:15]=2)=[O:11])[CH:5]=[CH:6][CH:7]=1.ClC1C=CC=C(C(OO)=[O:39])C=1.C(=O)([O-])O.[Na+], predict the reaction product. The product is: [Cl:1][C:2]1[C:3]([CH3:30])=[C:4]([N:8]([S:20]([C:23]2[CH:24]=[CH:25][C:26]([CH3:29])=[CH:27][CH:28]=2)(=[O:21])=[O:22])[CH2:9][C:10]([NH:12][CH2:13][C:14]2[CH:15]=[CH:16][N+:17]([O-:39])=[CH:18][CH:19]=2)=[O:11])[CH:5]=[CH:6][CH:7]=1. (6) Given the reactants [F:1][C:2]([F:21])([F:20])[C:3]1[CH:4]=[C:5]([C@H:13]2[S:17][C:16](=[O:18])[NH:15][C@H:14]2[CH3:19])[CH:6]=[C:7]([C:9]([F:12])([F:11])[F:10])[CH:8]=1.[H-].[Na+].CS(O[CH2:29][C:30]1[CH:35]=[C:34]([C:36]([F:39])([F:38])[F:37])[CH:33]=[CH:32][C:31]=1[Br:40])(=O)=O, predict the reaction product. The product is: [F:21][C:2]([F:1])([F:20])[C:3]1[CH:4]=[C:5]([C@H:13]2[S:17][C:16](=[O:18])[N:15]([CH2:29][C:30]3[CH:35]=[C:34]([C:36]([F:37])([F:39])[F:38])[CH:33]=[CH:32][C:31]=3[Br:40])[C@H:14]2[CH3:19])[CH:6]=[C:7]([C:9]([F:10])([F:11])[F:12])[CH:8]=1.